Task: Predict which catalyst facilitates the given reaction.. Dataset: Catalyst prediction with 721,799 reactions and 888 catalyst types from USPTO (1) Reactant: [C:1]([O:4][CH2:5][C:6]([CH3:36])([CH3:35])[CH2:7][N:8]1[C:14]2[CH:15]=[CH:16][C:17]([Cl:19])=[CH:18][C:13]=2[C@@H:12]([C:20]2[CH:25]=[CH:24][CH:23]=[C:22]([O:26][CH3:27])[C:21]=2[O:28][CH3:29])[O:11][C@H:10]([CH2:30][C:31](O)=[O:32])[C:9]1=[O:34])(=[O:3])[CH3:2].CN1CCOCC1.C(Cl)(=O)OCC.[B-].[Na+].[Cl-].[NH4+]. Product: [C:1]([O:4][CH2:5][C:6]([CH3:36])([CH3:35])[CH2:7][N:8]1[C:14]2[CH:15]=[CH:16][C:17]([Cl:19])=[CH:18][C:13]=2[C@@H:12]([C:20]2[CH:25]=[CH:24][CH:23]=[C:22]([O:26][CH3:27])[C:21]=2[O:28][CH3:29])[O:11][C@H:10]([CH2:30][CH2:31][OH:32])[C:9]1=[O:34])(=[O:3])[CH3:2]. The catalyst class is: 36. (2) The catalyst class is: 12. Product: [CH:1]([Si:4]1([CH:30]([CH3:32])[CH3:31])[O:11][C@@H:10]2[C@H:12]([CH3:23])[C@H:13]([N:15]3[CH:20]=[CH:19][C:18](=[S:42])[NH:17][C:16]3=[O:22])[O:14][C@@H:9]2[CH2:8][O:7][Si:6]([CH:27]([CH3:29])[CH3:28])([CH:24]([CH3:26])[CH3:25])[O:5]1)([CH3:3])[CH3:2]. Reactant: [CH:1]([Si:4]1([CH:30]([CH3:32])[CH3:31])[O:11][C@@H:10]2[C@H:12]([CH3:23])[C@H:13]([N:15]3[CH:20]=[CH:19][C:18](=O)[NH:17][C:16]3=[O:22])[O:14][C@@H:9]2[CH2:8][O:7][Si:6]([CH:27]([CH3:29])[CH3:28])([CH:24]([CH3:26])[CH3:25])[O:5]1)([CH3:3])[CH3:2].COC1C=CC(P2(SP(C3C=CC(OC)=CC=3)(=S)S2)=[S:42])=CC=1. (3) Reactant: [N+:1]([C:4]1[CH:5]=[N:6][C:7]2[C:12]([C:13]=1[NH:14][CH2:15][CH2:16][CH2:17]O)=[CH:11][CH:10]=[CH:9][CH:8]=2)([O-:3])=[O:2].S(Cl)([Cl:21])=O. Product: [Cl:21][CH2:17][CH2:16][CH2:15][NH:14][C:13]1[C:12]2[C:7](=[CH:8][CH:9]=[CH:10][CH:11]=2)[N:6]=[CH:5][C:4]=1[N+:1]([O-:3])=[O:2]. The catalyst class is: 4.